From a dataset of Peptide-MHC class II binding affinity with 134,281 pairs from IEDB. Regression. Given a peptide amino acid sequence and an MHC pseudo amino acid sequence, predict their binding affinity value. This is MHC class II binding data. (1) The peptide sequence is AFILDGYNLFPKV. The MHC is HLA-DQA10501-DQB10201 with pseudo-sequence HLA-DQA10501-DQB10201. The binding affinity (normalized) is 0.233. (2) The peptide sequence is DKFTVFEAAFNDAIK. The MHC is DRB1_1602 with pseudo-sequence DRB1_1602. The binding affinity (normalized) is 0.630. (3) The MHC is DRB1_0802 with pseudo-sequence DRB1_0802. The peptide sequence is LSPLSNMVSMANNHM. The binding affinity (normalized) is 0.100. (4) The peptide sequence is ASLTEALRVIAGALE. The MHC is DRB1_1302 with pseudo-sequence DRB1_1302. The binding affinity (normalized) is 0.315. (5) The peptide sequence is AFVGLFSVLIALALI. The MHC is DRB1_1101 with pseudo-sequence DRB1_1101. The binding affinity (normalized) is 0. (6) The peptide sequence is AFKVAETAANAAPAN. The MHC is DRB1_0401 with pseudo-sequence DRB1_0401. The binding affinity (normalized) is 0.820. (7) The peptide sequence is KFDSRLAFHHMARELH. The MHC is DRB1_1302 with pseudo-sequence DRB1_1302. The binding affinity (normalized) is 0.0516. (8) The peptide sequence is IQARAAALAFEQAYA. The MHC is DRB4_0101 with pseudo-sequence DRB4_0103. The binding affinity (normalized) is 0.325. (9) The MHC is DRB1_0405 with pseudo-sequence DRB1_0405. The binding affinity (normalized) is 0.231. The peptide sequence is GSDPKKLVLNIKYTR.